Dataset: Catalyst prediction with 721,799 reactions and 888 catalyst types from USPTO. Task: Predict which catalyst facilitates the given reaction. (1) Product: [C:36]([OH:41])(=[O:40])[C:37]([OH:39])=[O:38].[CH2:1]([N:8]1[CH2:9][CH2:10][C:11]([N:20]([C:25]2[CH:30]=[CH:29][CH:28]=[CH:27][C:26]=2[CH3:31])[C:21](=[O:24])[CH2:22][CH3:23])([C:14]2[S:15][CH:16]=[C:17]([CH3:19])[N:18]=2)[CH2:12][CH2:13]1)[C:2]1[CH:7]=[CH:6][CH:5]=[CH:4][CH:3]=1. Reactant: [CH2:1]([N:8]1[CH2:13][CH2:12][C:11]([N:20]([C:25]2[CH:30]=[CH:29][CH:28]=[CH:27][C:26]=2[CH3:31])[C:21](=[O:24])[CH2:22][CH3:23])([C:14]2[S:15][CH:16]=[C:17]([CH3:19])[N:18]=2)[CH2:10][CH2:9]1)[C:2]1[CH:7]=[CH:6][CH:5]=[CH:4][CH:3]=1.CC(O)C.[C:36]([OH:41])(=[O:40])[C:37]([OH:39])=[O:38].CCCCCC. The catalyst class is: 13. (2) Reactant: [NH2:1][C@H:2]([C:10]([OH:12])=[O:11])[CH2:3][CH2:4][CH2:5][NH:6][C:7](=[NH:9])[NH2:8].[C:13](Cl)(=[O:29])[CH2:14][CH2:15][CH2:16][CH2:17][CH2:18][CH2:19][CH2:20][CH2:21][CH2:22][CH2:23][CH2:24][CH2:25][CH2:26][CH2:27][CH3:28].[OH-].[Na+].Cl. Product: [C:13]([NH:1][C@H:2]([C:10]([OH:12])=[O:11])[CH2:3][CH2:4][CH2:5][NH:6][C:7](=[NH:8])[NH2:9])(=[O:29])[CH2:14][CH2:15][CH2:16][CH2:17][CH2:18][CH2:19][CH2:20][CH2:21][CH2:22][CH2:23][CH2:24][CH2:25][CH2:26][CH2:27][CH3:28]. The catalyst class is: 657. (3) Reactant: [Cl:1][C:2]1[CH:3]=[C:4]2[C:10](B3OC(C)(C)C(C)(C)O3)=[CH:9][N:8]([S:20]([C:23]3[CH:28]=[CH:27][C:26]([CH3:29])=[CH:25][CH:24]=3)(=[O:22])=[O:21])[C:5]2=[N:6][CH:7]=1.Cl[C:31]1[N:36]=[C:35]([NH:37][C@H:38]2[CH2:43][CH2:42][CH2:41][C:40](=[O:44])[CH2:39]2)[C:34]([F:45])=[CH:33][N:32]=1.C([O-])([O-])=O.[Na+].[Na+]. Product: [Cl:1][C:2]1[CH:3]=[C:4]2[C:10]([C:31]3[N:36]=[C:35]([NH:37][C@H:38]4[CH2:43][CH2:42][CH2:41][C:40](=[O:44])[CH2:39]4)[C:34]([F:45])=[CH:33][N:32]=3)=[CH:9][N:8]([S:20]([C:23]3[CH:28]=[CH:27][C:26]([CH3:29])=[CH:25][CH:24]=3)(=[O:22])=[O:21])[C:5]2=[N:6][CH:7]=1. The catalyst class is: 843. (4) Reactant: [NH:1]1[CH:5]=[CH:4][N:3]=[C:2]1[C:6]1[NH:7][CH:8]=[CH:9][N:10]=1.Br[C:12]1[CH:17]=[CH:16][C:15]([N:18]2[C:31]3[CH:30]=[CH:29][CH:28]=[CH:27][C:26]=3[S:25][C:24]3[C:19]2=[CH:20][CH:21]=[CH:22][CH:23]=3)=[CH:14][CH:13]=1.C([O-])([O-])=O.[Cs+].[Cs+]. Product: [CH:20]1[C:19]2[N:18]([C:15]3[CH:14]=[CH:13][C:12]([N:1]4[CH:5]=[CH:4][N:3]=[C:2]4[C:6]4[N:10]([C:12]5[CH:13]=[CH:14][C:15]([N:18]6[C:31]7[CH:30]=[CH:29][CH:28]=[CH:27][C:26]=7[S:25][C:24]7[C:19]6=[CH:20][CH:21]=[CH:22][CH:23]=7)=[CH:16][CH:17]=5)[CH:9]=[CH:8][N:7]=4)=[CH:17][CH:16]=3)[C:31]3[C:26](=[CH:27][CH:28]=[CH:29][CH:30]=3)[S:25][C:24]=2[CH:23]=[CH:22][CH:21]=1. The catalyst class is: 3. (5) Reactant: CN(C(ON1N=NC2C=CC=CC1=2)=[N+](C)C)C.[B-](F)(F)(F)F.CCN(C(C)C)C(C)C.[Cl:32][C:33]1[CH:55]=[CH:54][C:36]2[NH:37][C:38]([S:40][C:41]3[C:46]4[NH:47][C:48](=[O:50])[NH:49][C:45]=4[CH:44]=[C:43]([C:51]([OH:53])=O)[CH:42]=3)=[N:39][C:35]=2[CH:34]=1.[NH2:56][CH2:57][CH2:58][O:59][CH2:60][CH2:61][OH:62]. Product: [Cl:32][C:33]1[CH:55]=[CH:54][C:36]2[NH:37][C:38]([S:40][C:41]3[C:46]4[NH:47][C:48](=[O:50])[NH:49][C:45]=4[CH:44]=[C:43]([C:51]([NH:56][CH2:57][CH2:58][O:59][CH2:60][CH2:61][OH:62])=[O:53])[CH:42]=3)=[N:39][C:35]=2[CH:34]=1. The catalyst class is: 3. (6) Reactant: [CH:1]1([CH2:4][O:5][C@@H:6]2[CH2:11][CH2:10][C@H:9]([N:12]3[CH2:17][CH2:16][CH:15]([NH:18][C:19]4[C:20]([NH2:26])=[CH:21][CH:22]=[C:23]([CH3:25])[CH:24]=4)[CH2:14][CH2:13]3)[CH2:8][CH2:7]2)[CH2:3][CH2:2]1.C(N(C(C)C)CC)(C)C.[Cl:36][C:37](Cl)([O:39]C(=O)OC(Cl)(Cl)Cl)Cl. Product: [ClH:36].[CH:1]1([CH2:4][O:5][C@@H:6]2[CH2:7][CH2:8][C@H:9]([N:12]3[CH2:13][CH2:14][CH:15]([N:18]4[C:19]5[CH:24]=[C:23]([CH3:25])[CH:22]=[CH:21][C:20]=5[NH:26][C:37]4=[O:39])[CH2:16][CH2:17]3)[CH2:10][CH2:11]2)[CH2:2][CH2:3]1. The catalyst class is: 4. (7) Reactant: [CH:1]1[CH:6]=[CH:5][C:4]([CH2:7][O:8][C:9](Cl)=[O:10])=[CH:3][CH:2]=1.[NH:12]1[CH2:17][CH2:16][CH:15]([CH2:18][C:19]([O:21][CH2:22][CH3:23])=[O:20])[CH2:14][CH2:13]1.C(=O)([O-])[O-].[Na+].[Na+]. Product: [CH2:22]([O:21][C:19](=[O:20])[CH2:18][CH:15]1[CH2:16][CH2:17][N:12]([C:9]([O:8][CH2:7][C:4]2[CH:5]=[CH:6][CH:1]=[CH:2][CH:3]=2)=[O:10])[CH2:13][CH2:14]1)[CH3:23]. The catalyst class is: 4.